From a dataset of Peptide-MHC class II binding affinity with 134,281 pairs from IEDB. Regression. Given a peptide amino acid sequence and an MHC pseudo amino acid sequence, predict their binding affinity value. This is MHC class II binding data. (1) The peptide sequence is FENLVAENVKPPKVD. The MHC is DRB1_0401 with pseudo-sequence DRB1_0401. The binding affinity (normalized) is 0.282. (2) The peptide sequence is EKKYFAASQFEPLAA. The MHC is HLA-DQA10401-DQB10402 with pseudo-sequence HLA-DQA10401-DQB10402. The binding affinity (normalized) is 0.511. (3) The peptide sequence is LRIKSYEDAKSPLTA. The MHC is HLA-DQA10501-DQB10201 with pseudo-sequence HLA-DQA10501-DQB10201. The binding affinity (normalized) is 0.177. (4) The binding affinity (normalized) is 0.905. The peptide sequence is YDKFLANVSTVLMGK. The MHC is DRB1_0802 with pseudo-sequence DRB1_0802.